Dataset: Forward reaction prediction with 1.9M reactions from USPTO patents (1976-2016). Task: Predict the product of the given reaction. (1) The product is: [C:31]([O:34][C:35]([N:15]1[CH2:14][CH2:13][CH2:12][C@H:11]2[CH2:10][N:9]([C:8]3[C:3]([O:2][CH3:1])=[C:4]4[C:5]([C:19](=[O:20])[C:21]([C:27]([OH:29])=[O:28])=[CH:22][N:23]4[CH:24]4[CH2:26][CH2:25]4)=[CH:6][C:7]=3[F:18])[CH2:17][C@@H:16]12)=[O:36])([CH3:33])([CH3:32])[CH3:30]. Given the reactants [CH3:1][O:2][C:3]1[C:8]([N:9]2[CH2:17][C@@H:16]3[C@@H:11]([CH2:12][CH2:13][CH2:14][NH:15]3)[CH2:10]2)=[C:7]([F:18])[CH:6]=[C:5]2[C:19]([C:21]([C:27]([OH:29])=[O:28])=[CH:22][N:23]([CH:24]3[CH2:26][CH2:25]3)[C:4]=12)=[O:20].[CH3:30][C:31]([O:34][C:35](O[C:35]([O:34][C:31]([CH3:33])([CH3:32])[CH3:30])=[O:36])=[O:36])([CH3:33])[CH3:32].[OH-].[Na+], predict the reaction product. (2) Given the reactants [Na].Cl[C:3]1[N:8]=[CH:7][C:6]([C:9]2[NH:14][C:13](=[O:15])[C:12]3=[C:16]([CH3:20])[N:17]=[C:18]([CH3:19])[N:11]3[N:10]=2)=[CH:5][CH:4]=1.[Cl-].[NH4+].[CH3:23][OH:24], predict the reaction product. The product is: [CH3:23][O:24][C:3]1[N:8]=[CH:7][C:6]([C:9]2[NH:14][C:13](=[O:15])[C:12]3=[C:16]([CH3:20])[N:17]=[C:18]([CH3:19])[N:11]3[N:10]=2)=[CH:5][CH:4]=1. (3) Given the reactants [C:1]([O:5][C:6]([NH:8][C@@H:9]1[CH2:13][CH2:12][C@:11]([CH:17]([CH3:19])[CH3:18])([C:14]([OH:16])=O)[CH2:10]1)=[O:7])([CH3:4])([CH3:3])[CH3:2].[C:20]1([C:26]2[CH2:27][CH2:28][NH:29][CH2:30][CH:31]=2)[CH:25]=[CH:24][CH:23]=[CH:22][CH:21]=1.C(N(CC)CC)C.F[P-](F)(F)(F)(F)F.N1(O[P+](N(C)C)(N(C)C)N(C)C)C2C=CC=CC=2N=N1, predict the reaction product. The product is: [C:1]([O:5][C:6](=[O:7])[NH:8][C@@H:9]1[CH2:13][CH2:12][C@:11]([CH:17]([CH3:19])[CH3:18])([C:14]([N:29]2[CH2:28][CH:27]=[C:26]([C:20]3[CH:25]=[CH:24][CH:23]=[CH:22][CH:21]=3)[CH2:31][CH2:30]2)=[O:16])[CH2:10]1)([CH3:2])([CH3:3])[CH3:4]. (4) The product is: [NH2:1][C:2]1[C:3]([C:12]([NH:37][CH2:36][CH:33]2[CH2:34][CH2:35][N:30]([CH2:29][C:26]3[S:25][C:24]([C:19]4[CH:20]=[CH:21][CH:22]=[CH:23][N:18]=4)=[N:28][CH:27]=3)[CH2:31][CH2:32]2)=[O:14])=[N:4][C:5]([O:9][CH2:10][CH3:11])=[CH:6][C:7]=1[Cl:8]. Given the reactants [NH2:1][C:2]1[C:3]([C:12]([OH:14])=O)=[N:4][C:5]([O:9][CH2:10][CH3:11])=[CH:6][C:7]=1[Cl:8].Cl.Cl.Cl.[N:18]1[CH:23]=[CH:22][CH:21]=[CH:20][C:19]=1[C:24]1[S:25][C:26]([CH2:29][N:30]2[CH2:35][CH2:34][CH:33]([CH2:36][NH2:37])[CH2:32][CH2:31]2)=[CH:27][N:28]=1, predict the reaction product. (5) Given the reactants [OH:1][C:2]1[CH:14]=[CH:13][C:12]2[C:11]3[C:6](=[CH:7][C:8]([OH:15])=[CH:9][CH:10]=3)[C:5](=[O:16])[C:4]=2[CH:3]=1.[C:17]([N:24]1[CH2:28][CH2:27][CH2:26][C@@H:25]1[CH2:29]O)([O:19][C:20]([CH3:23])([CH3:22])[CH3:21])=[O:18].[C:48]1(P([C:44]2[CH:49]=[CH:48][CH:47]=[CH:46]C=2)[C:48]2[CH:49]=[CH:44]C=[CH:46][CH:47]=2)[CH:49]=[CH:44]C=[CH:46][CH:47]=1.[CH3:50][C:51]([O:54][C:55](/[N:57]=[N:57]/[C:55]([O:54][C:51]([CH3:53])([CH3:52])[CH3:50])=[O:56])=[O:56])([CH3:53])[CH3:52], predict the reaction product. The product is: [C:55]([N:57]1[CH2:46][CH2:47][CH2:48][C@@H:49]1[CH2:44][O:1][C:2]1[CH:14]=[CH:13][C:12]2[C:11]3[C:6](=[CH:7][C:8]([O:15][CH2:29][C@H:25]4[CH2:26][CH2:27][CH2:28][N:24]4[C:17]([O:19][C:20]([CH3:21])([CH3:22])[CH3:23])=[O:18])=[CH:9][CH:10]=3)[C:5](=[O:16])[C:4]=2[CH:3]=1)([O:54][C:51]([CH3:53])([CH3:52])[CH3:50])=[O:56].